Task: Predict which catalyst facilitates the given reaction.. Dataset: Catalyst prediction with 721,799 reactions and 888 catalyst types from USPTO Reactant: [CH2:1]([Li])[CH2:2][CH2:3]C.C(N[CH:10]([CH3:12])[CH3:11])(C)C.[N:13]1([C:23]([O:25][C:26]([CH3:29])([CH3:28])[CH3:27])=[O:24])[CH2:18][CH2:17][CH:16]([C:19]([O:21][CH3:22])=[O:20])[CH2:15][CH2:14]1.[I:30][CH2:31]I. Product: [CH3:1][CH2:2][CH2:3][CH:10]([CH3:11])[CH3:12].[I:30][CH2:31][C:16]1([C:19]([O:21][CH3:22])=[O:20])[CH2:15][CH2:14][N:13]([C:23]([O:25][C:26]([CH3:29])([CH3:28])[CH3:27])=[O:24])[CH2:18][CH2:17]1. The catalyst class is: 1.